Task: Predict the reaction yield, written as a fraction of the theoretical maximum amount of product (1.0 means a 100% yield; for example, 0.34 means a 34% yield).. Dataset: Reaction yield outcomes from USPTO patents with 853,638 reactions (1) The reactants are C(N(CC)CC)C.[NH2:8][C:9]1[C:10]([I:23])=[C:11]([C:20](Cl)=[O:21])[C:12]([I:19])=[C:13]([C:17]=1[I:18])[C:14](Cl)=[O:15].[NH2:24][CH2:25][CH:26]([OH:29])[CH2:27][OH:28].[NH2:30][CH:31]([CH2:34][OH:35])[CH2:32][OH:33]. The catalyst is CC(N(C)C)=O.O. The product is [NH2:8][C:9]1[C:10]([I:23])=[C:11]([C:20]([NH:24][CH2:25][CH:26]([OH:29])[CH2:27][OH:28])=[O:21])[C:12]([I:19])=[C:13]([C:17]=1[I:18])[C:14]([NH:30][CH:31]([CH2:34][OH:35])[CH2:32][OH:33])=[O:15]. The yield is 0.570. (2) The reactants are [O:1]1[C:5]2[C:6]([C:10](O)=[O:11])=[CH:7][CH:8]=[CH:9][C:4]=2[CH2:3][CH2:2]1. The catalyst is C1COCC1. The product is [O:1]1[C:5]2[C:6]([CH2:10][OH:11])=[CH:7][CH:8]=[CH:9][C:4]=2[CH2:3][CH2:2]1. The yield is 0.770.